Dataset: Full USPTO retrosynthesis dataset with 1.9M reactions from patents (1976-2016). Task: Predict the reactants needed to synthesize the given product. (1) The reactants are: [Cl:1][C:2]1[CH:7]=[C:6]([I:8])[C:5]([O:9][CH3:10])=[CH:4][C:3]=1C.COC1C=C([Cl:20])C(Cl)=CC=1. Given the product [CH3:10][O:9][C:5]1[CH:4]=[C:3]([Cl:20])[C:2]([Cl:1])=[CH:7][C:6]=1[I:8], predict the reactants needed to synthesize it. (2) Given the product [Cl:7][CH2:8][CH2:9][NH:10][C:11]([NH:6][C@@H:4]([CH3:5])[CH2:3][O:2][CH3:1])=[O:12], predict the reactants needed to synthesize it. The reactants are: [CH3:1][O:2][CH2:3][C@@H:4]([NH2:6])[CH3:5].[Cl:7][CH2:8][CH2:9][N:10]=[C:11]=[O:12]. (3) Given the product [Cl:1][C:2]1[CH:18]=[CH:17][C:5]2[CH2:6][CH2:7][N:8]([C:11](=[O:16])[C:12]([F:15])([F:14])[F:13])[CH2:9][CH2:10][C:4]=2[C:3]=1[NH:27][CH2:28][C:29]1[CH:30]=[N:31][C:32]([CH2:35][O:36][CH:37]([CH3:39])[CH3:38])=[CH:33][CH:34]=1, predict the reactants needed to synthesize it. The reactants are: [Cl:1][C:2]1[CH:18]=[CH:17][C:5]2[CH2:6][CH2:7][N:8]([C:11](=[O:16])[C:12]([F:15])([F:14])[F:13])[CH2:9][CH2:10][C:4]=2[C:3]=1OS(C(F)(F)F)(=O)=O.[NH2:27][CH2:28][C:29]1[CH:30]=[N:31][C:32]([CH2:35][O:36][CH:37]([CH3:39])[CH3:38])=[CH:33][CH:34]=1. (4) Given the product [Cl:11][C:12]1[C:13]2[N:19]([CH2:20][CH:21]([CH3:23])[CH3:22])[C:6]([C:5]3[CH:4]=[N:3][C:2]([Cl:1])=[CH:10][CH:9]=3)=[N:18][C:14]=2[CH:15]=[CH:16][CH:17]=1, predict the reactants needed to synthesize it. The reactants are: [Cl:1][C:2]1[CH:10]=[CH:9][C:5]([C:6](Cl)=O)=[CH:4][N:3]=1.[Cl:11][C:12]1[CH:17]=[CH:16][CH:15]=[C:14]([NH2:18])[C:13]=1[NH:19][CH2:20][CH:21]([CH3:23])[CH3:22]. (5) The reactants are: Cl[C:2]1[CH:7]=[CH:6][C:5]2=[N:8][C:9]3[C:22]4[CH:21]=[CH:20][CH:19]=[CH:18][C:17]=4[N:16]([CH3:23])[C:15]4[C:10]=3[C:11]([CH:12]=[CH:13][CH:14]=4)=[C:4]2[CH:3]=1.[C:24]([NH2:28])(=[O:27])[CH:25]=[CH2:26]. Given the product [CH3:23][N:16]1[C:15]2[C:10]3[C:11](=[C:4]4[C:5](=[N:8][C:9]=3[C:22]3[CH:21]=[CH:20][CH:19]=[CH:18][C:17]1=3)[CH:6]=[CH:7][C:2](/[CH:26]=[CH:25]/[C:24]([NH2:28])=[O:27])=[CH:3]4)[CH:12]=[CH:13][CH:14]=2, predict the reactants needed to synthesize it. (6) Given the product [Cl:8][C:6]1[C:5]([N+:9]([O-:11])=[O:10])=[CH:4][C:3]([N+:12]([O-:14])=[O:13])=[C:2]([CH:7]=1)[NH:21][C:20]1[CH:22]=[CH:23][C:17]([C:15]#[N:16])=[CH:18][CH:19]=1, predict the reactants needed to synthesize it. The reactants are: Cl[C:2]1[CH:7]=[C:6]([Cl:8])[C:5]([N+:9]([O-:11])=[O:10])=[CH:4][C:3]=1[N+:12]([O-:14])=[O:13].[C:15]([C:17]1[CH:23]=[CH:22][C:20]([NH2:21])=[CH:19][CH:18]=1)#[N:16].CC(C)([O-])C.[K+].Cl.